From a dataset of hERG Central: cardiac toxicity at 1µM, 10µM, and general inhibition. Predict hERG channel inhibition at various concentrations. The molecule is COc1ccc(N2CCN(CC(=O)Nc3ccc(SC(F)F)cc3)CC2)cc1. Results: hERG_inhib (hERG inhibition (general)): blocker.